From a dataset of Forward reaction prediction with 1.9M reactions from USPTO patents (1976-2016). Predict the product of the given reaction. (1) Given the reactants [OH:1][C:2]1[CH:7]=[CH:6][C:5]([OH:8])=[CH:4][C:3]=1[N:9]1[C:17](=[O:18])[C:16]2[C:11](=[CH:12][CH:13]=[CH:14][CH:15]=2)[C:10]1=[O:19].[Si:20](Cl)([C:33]([CH3:36])([CH3:35])[CH3:34])([C:27]1[CH:32]=[CH:31][CH:30]=[CH:29][CH:28]=1)[C:21]1[CH:26]=[CH:25][CH:24]=[CH:23][CH:22]=1.N1C=CN=C1, predict the reaction product. The product is: [Si:20]([O:8][C:5]1[CH:6]=[CH:7][C:2]([OH:1])=[C:3]([N:9]2[C:17](=[O:18])[C:16]3[C:11](=[CH:12][CH:13]=[CH:14][CH:15]=3)[C:10]2=[O:19])[CH:4]=1)([C:33]([CH3:36])([CH3:35])[CH3:34])([C:27]1[CH:28]=[CH:29][CH:30]=[CH:31][CH:32]=1)[C:21]1[CH:26]=[CH:25][CH:24]=[CH:23][CH:22]=1. (2) Given the reactants [CH3:1][O:2][C:3](=[O:29])[C@@H:4]([NH:21][C:22]([O:24][C:25]([CH3:28])([CH3:27])[CH3:26])=[O:23])[CH2:5][C:6]1[CH:11]=[CH:10][C:9]([O:12][CH2:13][C:14]2[CH:19]=[CH:18][CH:17]=[CH:16][CH:15]=2)=[C:8]([OH:20])[CH:7]=1.[CH3:30][N:31]([CH3:35])[C:32](Cl)=[O:33].C(N(CC)CC)C, predict the reaction product. The product is: [CH3:1][O:2][C:3](=[O:29])[C@@H:4]([NH:21][C:22]([O:24][C:25]([CH3:26])([CH3:28])[CH3:27])=[O:23])[CH2:5][C:6]1[CH:11]=[CH:10][C:9]([O:12][CH2:13][C:14]2[CH:19]=[CH:18][CH:17]=[CH:16][CH:15]=2)=[C:8]([O:20][C:32](=[O:33])[N:31]([CH3:35])[CH3:30])[CH:7]=1. (3) Given the reactants [CH3:1][C:2]1([C:8]2[CH:13]=[CH:12][C:11]([S:14](Cl)(=[O:16])=[O:15])=[CH:10][CH:9]=2)[CH2:7][CH2:6][O:5][CH2:4][CH2:3]1.[NH2:18][C:19]1[CH:24]=[CH:23][C:22]([Cl:25])=[CH:21][C:20]=1[C:26]([C:28]1[CH:29]=[N:30][C:31]([CH3:34])=[CH:32][CH:33]=1)=[O:27], predict the reaction product. The product is: [Cl:25][C:22]1[CH:23]=[CH:24][C:19]([NH:18][S:14]([C:11]2[CH:12]=[CH:13][C:8]([C:2]3([CH3:1])[CH2:7][CH2:6][O:5][CH2:4][CH2:3]3)=[CH:9][CH:10]=2)(=[O:16])=[O:15])=[C:20]([C:26]([C:28]2[CH:29]=[N:30][C:31]([CH3:34])=[CH:32][CH:33]=2)=[O:27])[CH:21]=1.